This data is from NCI-60 drug combinations with 297,098 pairs across 59 cell lines. The task is: Regression. Given two drug SMILES strings and cell line genomic features, predict the synergy score measuring deviation from expected non-interaction effect. (1) Drug 1: CN(C)N=NC1=C(NC=N1)C(=O)N. Drug 2: C(CCl)NC(=O)N(CCCl)N=O. Cell line: LOX IMVI. Synergy scores: CSS=30.2, Synergy_ZIP=-13.5, Synergy_Bliss=-14.0, Synergy_Loewe=-12.6, Synergy_HSA=-10.2. (2) Drug 1: CN1CCC(CC1)COC2=C(C=C3C(=C2)N=CN=C3NC4=C(C=C(C=C4)Br)F)OC. Drug 2: CN(C)N=NC1=C(NC=N1)C(=O)N. Cell line: M14. Synergy scores: CSS=-6.24, Synergy_ZIP=3.64, Synergy_Bliss=-0.0715, Synergy_Loewe=-3.55, Synergy_HSA=-4.40. (3) Drug 1: C1=C(C(=O)NC(=O)N1)N(CCCl)CCCl. Drug 2: CC1=C(C=C(C=C1)C(=O)NC2=CC(=CC(=C2)C(F)(F)F)N3C=C(N=C3)C)NC4=NC=CC(=N4)C5=CN=CC=C5. Cell line: MALME-3M. Synergy scores: CSS=12.7, Synergy_ZIP=-5.57, Synergy_Bliss=0.275, Synergy_Loewe=-2.32, Synergy_HSA=-1.37. (4) Drug 1: CC(C)NC(=O)C1=CC=C(C=C1)CNNC.Cl. Drug 2: C1C(C(OC1N2C=NC(=NC2=O)N)CO)O. Cell line: LOX IMVI. Synergy scores: CSS=-4.50, Synergy_ZIP=1.54, Synergy_Bliss=0.0582, Synergy_Loewe=-8.50, Synergy_HSA=-10.6. (5) Drug 1: C1=CC(=CC=C1C#N)C(C2=CC=C(C=C2)C#N)N3C=NC=N3. Drug 2: C1CC(=O)NC(=O)C1N2C(=O)C3=CC=CC=C3C2=O. Cell line: OVCAR-8. Synergy scores: CSS=-11.6, Synergy_ZIP=8.15, Synergy_Bliss=4.14, Synergy_Loewe=-5.63, Synergy_HSA=-6.08.